From a dataset of Reaction yield outcomes from USPTO patents with 853,638 reactions. Predict the reaction yield, written as a fraction of the theoretical maximum amount of product (1.0 means a 100% yield; for example, 0.34 means a 34% yield). (1) The reactants are [Cl:1][C:2]1[CH:3]=[C:4]([CH2:10][C:11]([OH:13])=[O:12])[CH:5]=[CH:6][C:7]=1[S:8][CH3:9].S(=O)(=O)(O)O.[CH3:19]O. No catalyst specified. The product is [CH3:19][O:12][C:11](=[O:13])[CH2:10][C:4]1[CH:5]=[CH:6][C:7]([S:8][CH3:9])=[C:2]([Cl:1])[CH:3]=1. The yield is 0.855. (2) The yield is 0.0100. The catalyst is [OH-].[OH-].[Pd+2].CO. The product is [NH4+:8].[OH-:17].[CH:9]12[NH:8][CH:13]([CH2:14][CH2:15]1)[CH2:12][N:11]([C:16]([O:18][C:19]([CH3:22])([CH3:21])[CH3:20])=[O:17])[CH2:10]2. The reactants are C([N:8]1[CH:13]2[CH2:14][CH2:15][CH:9]1[CH2:10][N:11]([C:16]([O:18][C:19]([CH3:22])([CH3:21])[CH3:20])=[O:17])[CH2:12]2)C1C=CC=CC=1. (3) The reactants are [OH:1][C@H:2]1[CH2:6][CH2:5][NH:4][C@@H:3]1[C:7]([OH:9])=[O:8].[OH-].[Na+].[C:12](O[C:12]([O:14][C:15]([CH3:18])([CH3:17])[CH3:16])=[O:13])([O:14][C:15]([CH3:18])([CH3:17])[CH3:16])=[O:13].Cl. The catalyst is O1CCOCC1.O. The product is [C:15]([O:14][C:12]([N:4]1[CH2:5][CH2:6][C@H:2]([OH:1])[C@H:3]1[C:7]([OH:9])=[O:8])=[O:13])([CH3:18])([CH3:17])[CH3:16]. The yield is 0.973. (4) The reactants are [Cl-].O[NH3+:3].[C:4](=[O:7])([O-])[OH:5].[Na+].CS(C)=O.[CH3:13][C:14]1([CH3:50])[CH2:18][C:17]2[CH:19]=[C:20]([N:23]3[C:28](=[O:29])[C:27]([CH2:30][C:31]4[CH:36]=[CH:35][C:34]([C:37]5[C:38]([C:43]#[N:44])=[CH:39][CH:40]=[CH:41][CH:42]=5)=[CH:33][C:32]=4[F:45])=[C:26]([CH2:46][CH2:47][CH3:48])[N:25]=[C:24]3[CH3:49])[CH:21]=[CH:22][C:16]=2[O:15]1. The catalyst is C(OCC)(=O)C. The product is [CH3:13][C:14]1([CH3:50])[CH2:18][C:17]2[CH:19]=[C:20]([N:23]3[C:28](=[O:29])[C:27]([CH2:30][C:31]4[CH:36]=[CH:35][C:34]([C:37]5[CH:42]=[CH:41][CH:40]=[CH:39][C:38]=5[C:43]5[NH:3][C:4](=[O:7])[O:5][N:44]=5)=[CH:33][C:32]=4[F:45])=[C:26]([CH2:46][CH2:47][CH3:48])[N:25]=[C:24]3[CH3:49])[CH:21]=[CH:22][C:16]=2[O:15]1. The yield is 0.700. (5) The reactants are [CH2:1](N/[C:9](/[CH3:17])=[C:10](/[CH3:16])\[C:11]([O:13]CC)=[O:12])[C:2]1[CH:7]=[CH:6][CH:5]=[CH:4][CH:3]=1.[N:18]1C=[CH:22][CH:21]=[CH:20][CH:19]=1.[CH3:24][O:25]CC(Cl)=O.C([O:32]CC)C. No catalyst specified. The product is [CH2:21]([CH2:20][C:19]([NH:18][O:25][CH2:24][CH2:1][C:2]1[CH:3]=[CH:4][CH:5]=[CH:6][CH:7]=1)=[O:32])[CH3:22].[CH3:16]/[C:10](=[CH:9]\[CH3:17])/[C:11]([O-:13])=[O:12]. The yield is 0.913. (6) The reactants are C([O:8][C:9]1[CH:33]=[C:12]2[N:13]=[C:14]([NH:23][N:24]=[CH:25][C:26]3[CH:31]=[CH:30][CH:29]=[C:28]([CH3:32])[CH:27]=3)[CH:15]=[C:16]([N:17]3[CH2:22][CH2:21][O:20][CH2:19][CH2:18]3)[N:11]2[N:10]=1)C1C=CC=CC=1.[H][H]. The catalyst is CO.C(Cl)Cl.[Pd]. The product is [OH:8][C:9]1[CH:33]=[C:12]2[N:13]=[C:14]([NH:23][N:24]=[CH:25][C:26]3[CH:31]=[CH:30][CH:29]=[C:28]([CH3:32])[CH:27]=3)[CH:15]=[C:16]([N:17]3[CH2:22][CH2:21][O:20][CH2:19][CH2:18]3)[N:11]2[N:10]=1. The yield is 0.690.